From a dataset of Reaction yield outcomes from USPTO patents with 853,638 reactions. Predict the reaction yield, written as a fraction of the theoretical maximum amount of product (1.0 means a 100% yield; for example, 0.34 means a 34% yield). (1) The yield is 0.690. The product is [F:1][C:2]1[CH:7]=[C:6]([CH2:8][C:9]2[C:14](=[O:15])[N:13]([C:35]3[CH:36]=[CH:37][C:32]([O:31][CH:28]([CH3:30])[CH3:29])=[CH:33][CH:34]=3)[C:12]([CH3:16])=[N:11][C:10]=2[CH2:17][CH2:18][CH3:19])[CH:5]=[CH:4][C:3]=1[C:20]1[C:21]([C:26]#[N:27])=[CH:22][CH:23]=[CH:24][CH:25]=1. The catalyst is C([O-])(=O)C.[Cu+2].C([O-])(=O)C.C(OCC)(=O)C.C(Cl)Cl. The reactants are [F:1][C:2]1[CH:7]=[C:6]([CH2:8][C:9]2[C:14](=[O:15])[NH:13][C:12]([CH3:16])=[N:11][C:10]=2[CH2:17][CH2:18][CH3:19])[CH:5]=[CH:4][C:3]=1[C:20]1[C:21]([C:26]#[N:27])=[CH:22][CH:23]=[CH:24][CH:25]=1.[CH:28]([O:31][C:32]1[CH:37]=[CH:36][C:35](B(O)O)=[CH:34][CH:33]=1)([CH3:30])[CH3:29].N1C=CC=CC=1.C(N(CC)CC)C. (2) The reactants are Br[C:2]1[S:3][CH:4]=[CH:5][N:6]=1.C([O-])([O-])=O.[K+].[K+].[CH2:13]([SH:20])[C:14]1[CH:19]=[CH:18][CH:17]=[CH:16][CH:15]=1. The catalyst is CS(C)=O. The product is [CH2:13]([S:20][C:2]1[S:3][CH:4]=[CH:5][N:6]=1)[C:14]1[CH:19]=[CH:18][CH:17]=[CH:16][CH:15]=1. The yield is 0.830. (3) The reactants are [C:1]([O:5][C:6]([C:8]1[N:9]=[N:10][N:11]([CH2:13][CH:14](O)[CH2:15][CH2:16][C:17]2[S:21][C:20]([C:22]([O:24][CH2:25][CH3:26])=[O:23])=[N:19][N:18]=2)[CH:12]=1)=[O:7])([CH3:4])([CH3:3])[CH3:2].N1C=CC=CC=1.CCN(S(F)(F)[F:40])CC. The catalyst is C(Cl)Cl. The product is [C:1]([O:5][C:6]([C:8]1[N:9]=[N:10][N:11]([CH2:13][CH:14]([F:40])[CH2:15][CH2:16][C:17]2[S:21][C:20]([C:22]([O:24][CH2:25][CH3:26])=[O:23])=[N:19][N:18]=2)[CH:12]=1)=[O:7])([CH3:4])([CH3:3])[CH3:2]. The yield is 0.310. (4) The reactants are [N:1]([C:4]([C:7]1[CH:12]=[CH:11][CH:10]=[C:9]([C:13]([CH3:15])=[CH2:14])[CH:8]=1)([CH3:6])[CH3:5])=C=O.[OH-].[K+]. The catalyst is CC(O)(C)C. The product is [C:13]([C:9]1[CH:8]=[C:7]([C:4]([NH2:1])([CH3:6])[CH3:5])[CH:12]=[CH:11][CH:10]=1)([CH3:15])=[CH2:14]. The yield is 0.630. (5) The reactants are [NH3:1].[C:2]([C:4]([C:9]1[CH:16]=[C:15]([F:17])[CH:14]=[CH:13][C:10]=1[C:11]#[N:12])=[CH:5]OCC)#[N:3]. The catalyst is CO. The product is [NH2:1][C:11]1[C:10]2[C:9](=[CH:16][C:15]([F:17])=[CH:14][CH:13]=2)[C:4]([C:2]#[N:3])=[CH:5][N:12]=1. The yield is 0.400. (6) The reactants are C([Li])(C)(C)C.Br[C:7]1[CH:12]=[CH:11][C:10]([CH2:13][C:14]([CH3:23])([CH3:22])[C:15]([O:17][C:18]([CH3:21])([CH3:20])[CH3:19])=[O:16])=[CH:9][CH:8]=1.CN(C)[CH:26]=[O:27].O. The catalyst is CCCCC.O1CCCC1. The product is [CH:26]([C:7]1[CH:12]=[CH:11][C:10]([CH2:13][C:14]([CH3:23])([CH3:22])[C:15]([O:17][C:18]([CH3:21])([CH3:20])[CH3:19])=[O:16])=[CH:9][CH:8]=1)=[O:27]. The yield is 0.510.